Dataset: Forward reaction prediction with 1.9M reactions from USPTO patents (1976-2016). Task: Predict the product of the given reaction. The product is: [C:34]([O:33][C:31]([N:29]1[CH2:30][CH:27]([O:21][C:10]2[CH:9]=[C:8]([C:5]3[CH:4]=[CH:3][C:2]([Cl:1])=[CH:7][CH:6]=3)[N:12]([C:13]3[CH:18]=[CH:17][CH:16]=[CH:15][C:14]=3[O:19][CH3:20])[N:11]=2)[CH2:28]1)=[O:32])([CH3:37])([CH3:35])[CH3:36]. Given the reactants [Cl:1][C:2]1[CH:7]=[CH:6][C:5]([C:8]2[N:12]([C:13]3[CH:18]=[CH:17][CH:16]=[CH:15][C:14]=3[O:19][CH3:20])[NH:11][C:10](=[O:21])[CH:9]=2)=[CH:4][CH:3]=1.CS(O[CH:27]1[CH2:30][N:29]([C:31]([O:33][C:34]([CH3:37])([CH3:36])[CH3:35])=[O:32])[CH2:28]1)(=O)=O.C(=O)([O-])[O-].[Cs+].[Cs+], predict the reaction product.